From a dataset of Catalyst prediction with 721,799 reactions and 888 catalyst types from USPTO. Predict which catalyst facilitates the given reaction. (1) Reactant: [CH2:1]([O:8][N:9]([CH2:16][C:17]1[C:22]([O:23][CH3:24])=[CH:21][C:20]([O:25][CH3:26])=[CH:19][C:18]=1[O:27][CH3:28])[C:10](=[O:15])[CH2:11][C:12](O)=O)[C:2]1[CH:7]=[CH:6][CH:5]=[CH:4][CH:3]=1.[CH3:29][C:30]1([CH3:38])[O:37][C:35](=[O:36])[CH2:34][C:32](=[O:33])[O:31]1.C1CCC(N=C=NC2CCCCC2)CC1.[BH4-].[Na+]. Product: [CH2:1]([O:8][N:9]([CH2:16][C:17]1[C:22]([O:23][CH3:24])=[CH:21][C:20]([O:25][CH3:26])=[CH:19][C:18]=1[O:27][CH3:28])[C:10](=[O:15])[CH2:11][CH2:12][CH:34]1[C:35](=[O:36])[O:37][C:30]([CH3:38])([CH3:29])[O:31][C:32]1=[O:33])[C:2]1[CH:7]=[CH:6][CH:5]=[CH:4][CH:3]=1. The catalyst class is: 166. (2) Reactant: C(OC([N:6]=[C:7]=[S:8])=O)C.C(O[C:12]([C:14]1[NH:15][CH:16]=[CH:17][C:18]=1[NH:19][CH2:20][C:21]1[CH:26]=[CH:25][CH:24]=[C:23]([O:27][CH2:28][CH3:29])[N:22]=1)=[O:13])C.CC[O-].[Na+].C(O)C. Product: [CH2:28]([O:27][C:23]1[N:22]=[C:21]([CH2:20][N:19]2[C:18]3[CH:17]=[CH:16][NH:15][C:14]=3[C:12](=[O:13])[NH:6][C:7]2=[S:8])[CH:26]=[CH:25][CH:24]=1)[CH3:29]. The catalyst class is: 2.